This data is from Cav3 T-type calcium channel HTS with 100,875 compounds. The task is: Binary Classification. Given a drug SMILES string, predict its activity (active/inactive) in a high-throughput screening assay against a specified biological target. (1) The compound is O1C23C(C(C1C=C3)C(=O)NCCCC)C(=O)N(C2)Cc1ccc(cc1)C. The result is 0 (inactive). (2) The drug is S(Cc1oc(nn1)c1ccccc1)c1[nH]c(cc(=O)n1)C. The result is 0 (inactive). (3) The molecule is N1(CCN(CC1)c1ncccn1)c1nc2c(n3c1nnc3)cccc2. The result is 0 (inactive). (4) The molecule is Brc1cc(CNC(=O)CCN2c3c(OCC2=O)cccc3)c(OC)cc1. The result is 0 (inactive). (5) The result is 0 (inactive). The drug is S(=O)(=O)(N1CCN(C(C(C)C)COCc2cc(ccc2)C)C(=O)CC1)c1ccc(cc1)C.